This data is from Full USPTO retrosynthesis dataset with 1.9M reactions from patents (1976-2016). The task is: Predict the reactants needed to synthesize the given product. (1) Given the product [ClH:29].[CH3:1][O:2][C:3]1[CH:4]=[C:5]2[C:10](=[CH:11][C:12]=1[O:13][CH3:14])[CH2:9][N:8]([C:15]1[C:24]3[C:19](=[CH:20][C:21]([O:27][CH3:28])=[C:22]([O:25][CH3:26])[CH:23]=3)[N:18]=[CH:17][N:16]=1)[CH2:7][CH2:6]2, predict the reactants needed to synthesize it. The reactants are: [CH3:1][O:2][C:3]1[CH:4]=[C:5]2[C:10](=[CH:11][C:12]=1[O:13][CH3:14])[CH2:9][N:8]([C:15]1[C:24]3[C:19](=[CH:20][C:21]([O:27][CH3:28])=[C:22]([O:25][CH3:26])[CH:23]=3)[N:18]=[CH:17][N:16]=1)[CH2:7][CH2:6]2.[ClH:29].C(OCC)(=O)C. (2) Given the product [CH2:23]([NH:27][C:8]([C:6]1[CH:5]=[CH:4][CH:3]=[C:2]([Cl:1])[N:7]=1)=[O:10])[CH2:24][CH2:25][CH3:26], predict the reactants needed to synthesize it. The reactants are: [Cl:1][C:2]1[N:7]=[C:6]([C:8]([OH:10])=O)[CH:5]=[CH:4][CH:3]=1.CCN=C=NCCCN(C)C.Cl.[CH2:23]([NH2:27])[CH2:24][CH2:25][CH3:26]. (3) Given the product [CH2:16]([N:14]1[CH:15]=[C:11]([C:8]2[CH:9]=[C:10]3[C:5](=[CH:6][CH:7]=2)[NH:4][N:3]=[C:2]3[NH:1][CH2:33][CH:30]2[CH2:32][CH2:31]2)[N:12]=[N:13]1)[C:17]1[CH:22]=[CH:21][CH:20]=[CH:19][CH:18]=1, predict the reactants needed to synthesize it. The reactants are: [NH2:1][C:2]1[C:10]2[C:5](=[CH:6][CH:7]=[C:8]([C:11]3[N:12]=[N:13][N:14]([CH2:16][C:17]4[CH:22]=[CH:21][CH:20]=[CH:19][CH:18]=4)[CH:15]=3)[CH:9]=2)[N:4](C(OC(C)(C)C)=O)[N:3]=1.[CH:30]1([CH:33]=O)[CH2:32][CH2:31]1.C(O[BH-](OC(=O)C)OC(=O)C)(=O)C.[Na+].C(O)(=O)C.Cl. (4) The reactants are: [NH2:1][C:2]1[CH:3]=[C:4](/[CH:8]=[CH:9]\[C:10]2[CH:15]=[C:14]([NH:16][C:17](=[O:23])[O:18][C:19]([CH3:22])([CH3:21])[CH3:20])[CH:13]=[CH:12][N:11]=2)[CH:5]=[CH:6][CH:7]=1.[Cl:24][C:25]1[N:30]=[C:29](Cl)[C:28]([Cl:32])=[CH:27][N:26]=1.C(=O)([O-])[O-].[K+].[K+]. Given the product [Cl:24][C:25]1[N:30]=[C:29]([NH:1][C:2]2[CH:3]=[C:4](/[CH:8]=[CH:9]\[C:10]3[CH:15]=[C:14]([NH:16][C:17](=[O:23])[O:18][C:19]([CH3:20])([CH3:22])[CH3:21])[CH:13]=[CH:12][N:11]=3)[CH:5]=[CH:6][CH:7]=2)[C:28]([Cl:32])=[CH:27][N:26]=1, predict the reactants needed to synthesize it. (5) Given the product [CH:11]1([S:14][C:15]2[CH:16]=[CH:17][C:18]([C@@H:21]([CH2:37][C@H:38]3[CH2:58][CH2:57][C:40]4([O:44][C@@H:43]([C:45]5[CH:50]=[CH:49][CH:48]=[CH:47][CH:46]=5)[C@H:42]([C:51]5[CH:56]=[CH:55][CH:54]=[CH:53][CH:52]=5)[O:41]4)[CH2:39]3)[C:22]([N:24]([C@H:26]([CH3:35])[C@H:27]([OH:34])[C:28]3[CH:29]=[CH:30][CH:31]=[CH:32][CH:33]=3)[CH3:25])=[O:23])=[CH:19][CH:20]=2)[CH2:13][CH2:12]1, predict the reactants needed to synthesize it. The reactants are: [Li+].C[Si]([N-][Si](C)(C)C)(C)C.[CH:11]1([S:14][C:15]2[CH:20]=[CH:19][C:18]([CH2:21][C:22]([N:24]([C@H:26]([CH3:35])[C@H:27]([OH:34])[C:28]3[CH:33]=[CH:32][CH:31]=[CH:30][CH:29]=3)[CH3:25])=[O:23])=[CH:17][CH:16]=2)[CH2:13][CH2:12]1.I[CH2:37][C@H:38]1[CH2:58][CH2:57][C:40]2([O:44][C@@H:43]([C:45]3[CH:50]=[CH:49][CH:48]=[CH:47][CH:46]=3)[C@H:42]([C:51]3[CH:56]=[CH:55][CH:54]=[CH:53][CH:52]=3)[O:41]2)[CH2:39]1.[NH4+].[Cl-]. (6) Given the product [C:11]([C:9]1[NH:8][N:7]=[C:6]([C:4]([OH:5])=[O:3])[CH:10]=1)([CH3:14])([CH3:12])[CH3:13], predict the reactants needed to synthesize it. The reactants are: C([O:3][C:4]([C:6]1[CH:10]=[C:9]([C:11]([CH3:14])([CH3:13])[CH3:12])[NH:8][N:7]=1)=[O:5])C.[OH-].[Na+].Cl. (7) Given the product [ClH:1].[ClH:1].[F:33][C:3]([F:2])([F:34])[C:4]1[CH:5]=[C:6]([N:10]2[CH2:15][CH2:14][N:13]([CH2:16][CH2:17][CH2:18][CH2:19][NH:20][C:21]3[CH:26]=[C:25]([C:27]4[CH:28]=[CH:29][CH:30]=[CH:31][CH:32]=4)[CH:24]=[CH:23][N:22]=3)[CH2:12][CH2:11]2)[CH:7]=[CH:8][CH:9]=1, predict the reactants needed to synthesize it. The reactants are: [ClH:1].[F:2][C:3]([F:34])([F:33])[C:4]1[CH:5]=[C:6]([N:10]2[CH2:15][CH2:14][N:13]([CH2:16][CH2:17][CH2:18][CH2:19][NH:20][C:21]3[CH:26]=[C:25]([C:27]4[CH:32]=[CH:31][CH:30]=[CH:29][CH:28]=4)[CH:24]=[CH:23][N:22]=3)[CH2:12][CH2:11]2)[CH:7]=[CH:8][CH:9]=1. (8) The reactants are: [Cl:1][C:2]1[CH:7]=[C:6]([N+:8]([O-:10])=[O:9])[CH:5]=[CH:4][C:3]=1[OH:11].Br[CH2:13][CH:14]([O:18][CH2:19][CH3:20])[O:15][CH2:16][CH3:17].C(=O)([O-])[O-].[K+].[K+]. Given the product [Cl:1][C:2]1[CH:7]=[C:6]([N+:8]([O-:10])=[O:9])[CH:5]=[CH:4][C:3]=1[O:11][CH2:13][CH:14]([O:18][CH2:19][CH3:20])[O:15][CH2:16][CH3:17], predict the reactants needed to synthesize it.